From a dataset of Catalyst prediction with 721,799 reactions and 888 catalyst types from USPTO. Predict which catalyst facilitates the given reaction. (1) Reactant: C[Si]([N-][Si](C)(C)C)(C)C.[Na+].[CH2:11]([O:13][C:14]1[CH:15]=[C:16]([CH:18]=[CH:19][CH:20]=1)[NH2:17])[CH3:12].[F:21][C:22]1[CH:29]=[CH:28][C:25]([C:26]#[N:27])=[CH:24][CH:23]=1.ClCCl. Product: [CH2:11]([O:13][C:14]1[CH:15]=[C:16]([NH:17][C:26]([C:25]2[CH:28]=[CH:29][C:22]([F:21])=[CH:23][CH:24]=2)=[NH:27])[CH:18]=[CH:19][CH:20]=1)[CH3:12]. The catalyst class is: 334. (2) Product: [CH3:20][C:12]1[N:11]([S:8]([C:5]2[CH:6]=[CH:7][C:2]([CH3:1])=[CH:3][CH:4]=2)(=[O:10])=[O:9])[C:15]2=[N:16][CH:17]=[CH:18][CH:19]=[C:14]2[CH:13]=1. The catalyst class is: 188. Reactant: [CH3:1][C:2]1[CH:7]=[CH:6][C:5]([S:8]([N:11]2[C:15]3=[N:16][CH:17]=[CH:18][CH:19]=[C:14]3[CH:13]=[CH:12]2)(=[O:10])=[O:9])=[CH:4][CH:3]=1.[CH2:20]([Li])CCC.CI.O.